From a dataset of Full USPTO retrosynthesis dataset with 1.9M reactions from patents (1976-2016). Predict the reactants needed to synthesize the given product. (1) Given the product [CH3:12][C:2]1[CH:3]=[CH:4][C:5]([S:8]([OH:11])(=[O:10])=[O:9])=[CH:6][CH:7]=1.[CH3:15][C:14]([NH2:26])([C:16]1[CH:21]=[CH:20][CH:19]=[C:18]([C:22]([F:24])([F:25])[F:23])[N:17]=1)[CH3:13], predict the reactants needed to synthesize it. The reactants are: O.[C:2]1([CH3:12])[CH:7]=[CH:6][C:5]([S:8]([OH:11])(=[O:10])=[O:9])=[CH:4][CH:3]=1.[CH3:13][C:14]([NH2:26])([C:16]1[CH:21]=[CH:20][CH:19]=[C:18]([C:22]([F:25])([F:24])[F:23])[N:17]=1)[CH3:15]. (2) Given the product [CH:1]1([C:4]2[CH:5]=[C:6]3[C:11](=[CH:12][CH:13]=2)[N:10]=[CH:9][CH:8]=[C:7]3[S:14][C:15]2([C:19]([OH:21])=[O:20])[CH2:18][CH2:17][CH2:16]2)[CH2:2][CH2:3]1, predict the reactants needed to synthesize it. The reactants are: [CH:1]1([C:4]2[CH:5]=[C:6]3[C:11](=[CH:12][CH:13]=2)[N:10]=[CH:9][CH:8]=[C:7]3[S:14][C:15]2([C:19]([O:21]CC)=[O:20])[CH2:18][CH2:17][CH2:16]2)[CH2:3][CH2:2]1.[OH-].[Na+].Cl.ClCCl. (3) Given the product [CH2:32]([O:31][C:29]([N:3]([CH2:4][CH2:5][CH2:6][O:7][C:8]1[CH:13]=[C:12]([CH2:14][NH:15][C:16](=[O:22])[O:17][C:18]([CH3:21])([CH3:20])[CH3:19])[CH:11]=[CH:10][C:9]=1[C:23]1[CH:24]=[CH:25][CH:26]=[CH:27][CH:28]=1)[CH2:1][CH3:2])=[O:30])[C:33]1[CH:38]=[CH:37][CH:36]=[CH:35][CH:34]=1, predict the reactants needed to synthesize it. The reactants are: [CH2:1]([NH:3][CH2:4][CH2:5][CH2:6][O:7][C:8]1[CH:13]=[C:12]([CH2:14][NH:15][C:16](=[O:22])[O:17][C:18]([CH3:21])([CH3:20])[CH3:19])[CH:11]=[CH:10][C:9]=1[C:23]1[CH:28]=[CH:27][CH:26]=[CH:25][CH:24]=1)[CH3:2].[C:29](ON1C(=O)CCC1=O)([O:31][CH2:32][C:33]1[CH:38]=[CH:37][CH:36]=[CH:35][CH:34]=1)=[O:30]. (4) Given the product [Cl:1][C:2]1[C:10]([I:11])=[CH:9][C:5]([C:6]([O:8][CH3:14])=[O:7])=[C:4]([O:12][CH3:13])[CH:3]=1, predict the reactants needed to synthesize it. The reactants are: [Cl:1][C:2]1[C:10]([I:11])=[CH:9][C:5]([C:6]([OH:8])=[O:7])=[C:4]([O:12][CH3:13])[CH:3]=1.[CH3:14]O. (5) Given the product [OH:8][C:9]1[CH:18]=[C:17]2[C:12]([C:13]([O:19][C:20]3[CH:25]=[CH:24][C:23]([NH:26][C:27]([NH:29][C:30]4[CH:35]=[CH:34][C:33]([C:36]([F:37])([F:38])[F:39])=[CH:32][CH:31]=4)=[O:28])=[CH:22][CH:21]=3)=[CH:14][CH:15]=[N:16]2)=[CH:11][C:10]=1[O:40][CH3:41], predict the reactants needed to synthesize it. The reactants are: C([O:8][C:9]1[CH:18]=[C:17]2[C:12]([C:13]([O:19][C:20]3[CH:25]=[CH:24][C:23]([NH:26][C:27]([NH:29][C:30]4[CH:35]=[CH:34][C:33]([C:36]([F:39])([F:38])[F:37])=[CH:32][CH:31]=4)=[O:28])=[CH:22][CH:21]=3)=[CH:14][CH:15]=[N:16]2)=[CH:11][C:10]=1[O:40][CH3:41])C1C=CC=CC=1. (6) Given the product [O:11]=[C:9]([CH:4]1[CH2:5][CH2:6][CH2:7][CH2:8][O:3]1)[CH2:14][C:13]#[N:15], predict the reactants needed to synthesize it. The reactants are: [H-].[Na+].[O:3]1[CH2:8][CH2:7][CH2:6][CH2:5][CH:4]1[C:9]([O:11]C)=O.[C:13](#[N:15])[CH3:14].Cl.